From a dataset of Catalyst prediction with 721,799 reactions and 888 catalyst types from USPTO. Predict which catalyst facilitates the given reaction. Reactant: C(=O)([O-])[O-].[Cs+].[Cs+].[Br:7][C:8]1[CH:13]=[CH:12][C:11]([N+:14]([O-:16])=[O:15])=[C:10](F)[CH:9]=1.[F:18][C:19]1[CH:24]=[CH:23][CH:22]=[CH:21][C:20]=1[SH:25].O. Product: [Br:7][C:8]1[CH:13]=[CH:12][C:11]([N+:14]([O-:16])=[O:15])=[C:10]([S:25][C:20]2[CH:21]=[CH:22][CH:23]=[CH:24][C:19]=2[F:18])[CH:9]=1. The catalyst class is: 39.